Dataset: Reaction yield outcomes from USPTO patents with 853,638 reactions. Task: Predict the reaction yield, written as a fraction of the theoretical maximum amount of product (1.0 means a 100% yield; for example, 0.34 means a 34% yield). (1) The reactants are [CH:1]1([C:7]2[C:11]([CH2:12][CH2:13][CH2:14][OH:15])=[CH:10][N:9]([C:16]3[CH:21]=[CH:20][C:19]([C:22]([F:25])([F:24])[F:23])=[CH:18][N:17]=3)[N:8]=2)[CH2:6][CH2:5][CH2:4][CH2:3][CH2:2]1.O[C:27]1[C:32]([CH3:33])=[CH:31][CH:30]=[CH:29][C:28]=1[CH2:34][C:35]([O:37]C)=[O:36].C(P(CCCC)CCCC)CCC.N(C(N1CCCCC1)=O)=NC(N1CCCCC1)=O. The catalyst is O1CCCC1. The product is [CH:1]1([C:7]2[C:11]([CH2:12][CH2:13][CH2:14][O:15][C:27]3[C:32]([CH3:33])=[CH:31][CH:30]=[CH:29][C:28]=3[CH2:34][C:35]([OH:37])=[O:36])=[CH:10][N:9]([C:16]3[CH:21]=[CH:20][C:19]([C:22]([F:23])([F:24])[F:25])=[CH:18][N:17]=3)[N:8]=2)[CH2:6][CH2:5][CH2:4][CH2:3][CH2:2]1. The yield is 0.270. (2) The reactants are C[O:2][C:3](=[O:24])[C:4]1[CH:9]=[C:8]([C:10]2[S:11][CH:12]=[C:13]([C:15]3[CH:20]=[CH:19][C:18]([Cl:21])=[C:17]([Cl:22])[CH:16]=3)[N:14]=2)[CH:7]=[CH:6][C:5]=1Br.[F:25][C:26]([F:41])([F:40])[C:27]1[CH:32]=[C:31]([C:33]([F:36])([F:35])[F:34])[CH:30]=[CH:29][C:28]=1B(O)O. No catalyst specified. The product is [Cl:22][C:17]1[CH:16]=[C:15]([C:13]2[N:14]=[C:10]([C:8]3[CH:9]=[C:4]([C:3]([OH:2])=[O:24])[C:5]([C:28]4[CH:29]=[CH:30][C:31]([C:33]([F:36])([F:34])[F:35])=[CH:32][C:27]=4[C:26]([F:25])([F:40])[F:41])=[CH:6][CH:7]=3)[S:11][CH:12]=2)[CH:20]=[CH:19][C:18]=1[Cl:21]. The yield is 0.0500. (3) The reactants are [S:1]1[C:5]([NH2:6])=[N:4][CH:3]=[N:2]1.[OH-].[Na+].Cl[S:10]([C:13]1[CH:21]=[CH:20][C:16]([C:17]([OH:19])=[O:18])=[CH:15][C:14]=1Cl)(=[O:12])=[O:11].[ClH:23]. The catalyst is O1CCOCC1.O. The product is [Cl:23][C:20]1[CH:21]=[C:13]([S:10]([NH:6][C:5]2[S:1][N:2]=[CH:3][N:4]=2)(=[O:12])=[O:11])[CH:14]=[CH:15][C:16]=1[C:17]([OH:19])=[O:18]. The yield is 0.150. (4) The reactants are [CH:1]1([CH2:7][CH2:8][CH2:9][CH2:10][C:11]2[N:15]([CH2:16][C:17](OCC)=[O:18])[C:14]3[CH:22]=[CH:23][CH:24]=[CH:25][C:13]=3[N:12]=2)[CH2:6][CH2:5][CH2:4][CH2:3][CH2:2]1.C1COCC1. No catalyst specified. The product is [CH:1]1([CH2:7][CH2:8][CH2:9][CH2:10][C:11]2[N:15]([CH2:16][CH2:17][OH:18])[C:14]3[CH:22]=[CH:23][CH:24]=[CH:25][C:13]=3[N:12]=2)[CH2:6][CH2:5][CH2:4][CH2:3][CH2:2]1. The yield is 0.900. (5) The reactants are [NH2:1][CH:2]([CH2:12][C:13]1[CH:18]=[CH:17][C:16]([C:19]([F:22])([F:21])[F:20])=[CH:15][CH:14]=1)[CH:3]([C:5]1[CH:10]=[CH:9][C:8]([F:11])=[CH:7][CH:6]=1)[OH:4].[CH3:23][O:24][CH2:25][C:26]1[C:35]2[C:30](=[CH:31][CH:32]=[CH:33][CH:34]=2)[C:29]([C:36](O)=[O:37])=[CH:28][CH:27]=1.Cl.C(N=C=NCCCN(C)C)C.ON1C2C=CC=CC=2N=N1. The catalyst is C(#N)C.O. The product is [F:11][C:8]1[CH:9]=[CH:10][C:5]([C@@H:3]([OH:4])[C@@H:2]([NH:1][C:36]([C:29]2[C:30]3[C:35](=[CH:34][CH:33]=[CH:32][CH:31]=3)[C:26]([CH2:25][O:24][CH3:23])=[CH:27][CH:28]=2)=[O:37])[CH2:12][C:13]2[CH:18]=[CH:17][C:16]([C:19]([F:22])([F:20])[F:21])=[CH:15][CH:14]=2)=[CH:6][CH:7]=1. The yield is 0.690.